From a dataset of Catalyst prediction with 721,799 reactions and 888 catalyst types from USPTO. Predict which catalyst facilitates the given reaction. (1) Product: [C:28]([O:27][C:24]1[CH:23]=[CH:22][C:21]([C:18]2[O:17][C:16]([C@H:12]([NH:11][C:8]3[CH:7]=[CH:6][C:3]([C:4]#[N:5])=[C:2]([Cl:1])[C:9]=3[CH3:10])[C@@H:13]([O:15][C:18](=[O:17])[C:21]3[CH:26]=[CH:25][CH:24]=[CH:23][CH:22]=3)[CH3:14])=[N:20][N:19]=2)=[CH:26][CH:25]=1)(=[O:35])[C:29]1[CH:34]=[CH:33][CH:32]=[CH:31][CH:30]=1. Reactant: [Cl:1][C:2]1[C:9]([CH3:10])=[C:8]([NH:11][C@@H:12]([C:16]2[O:17][C:18]([C:21]3[CH:26]=[CH:25][C:24]([OH:27])=[CH:23][CH:22]=3)=[N:19][N:20]=2)[C@@H:13]([OH:15])[CH3:14])[CH:7]=[CH:6][C:3]=1[C:4]#[N:5].[C:28](Cl)(=[O:35])[C:29]1[CH:34]=[CH:33][CH:32]=[CH:31][CH:30]=1. The catalyst class is: 298. (2) Product: [CH3:21][N:22]([CH3:26])[C:23]([N:1]1[CH2:4][CH:3]([O:5][C:6]2[C:11]3[CH:12]=[C:13]([CH3:15])[O:14][C:10]=3[CH:9]=[C:8]([C:16]([O:18][CH2:19][CH3:20])=[O:17])[CH:7]=2)[CH2:2]1)=[O:24]. Reactant: [NH:1]1[CH2:4][CH:3]([O:5][C:6]2[C:11]3[CH:12]=[C:13]([CH3:15])[O:14][C:10]=3[CH:9]=[C:8]([C:16]([O:18][CH2:19][CH3:20])=[O:17])[CH:7]=2)[CH2:2]1.[CH3:21][N:22]([CH3:26])[C:23](Cl)=[O:24]. The catalyst class is: 2. (3) Reactant: [CH3:1][C@@H:2]([O:23]S(C)(=O)=O)[CH2:3][CH2:4][O:5][C:6]1[CH:11]=[CH:10][C:9]([C:12]([F:15])([F:14])[F:13])=[CH:8][C:7]=1[O:16][C:17]1[CH:22]=[CH:21][CH:20]=[CH:19][CH:18]=1.C([O:30][C:31](=[O:43])[CH2:32][CH2:33][C:34]1[CH:39]=[CH:38][C:37](O)=[CH:36][C:35]=1[CH2:41][CH3:42])C.C(=O)([O-])[O-].[Cs+].[Cs+].[OH-].[Na+]. Product: [CH2:41]([C:35]1[CH:36]=[C:37]([O:23][C@H:2]([CH3:1])[CH2:3][CH2:4][O:5][C:6]2[CH:11]=[CH:10][C:9]([C:12]([F:15])([F:14])[F:13])=[CH:8][C:7]=2[O:16][C:17]2[CH:22]=[CH:21][CH:20]=[CH:19][CH:18]=2)[CH:38]=[CH:39][C:34]=1[CH2:33][CH2:32][C:31]([OH:43])=[O:30])[CH3:42]. The catalyst class is: 3. (4) Reactant: [CH3:1][C:2]([Si:5]([CH3:46])([CH3:45])[O:6][C@H:7]([CH2:37][O:38][C:39]1[CH:44]=[CH:43][CH:42]=[CH:41][CH:40]=1)[CH2:8][N:9]([CH2:17][C@H:18]1[CH2:27][CH2:26][C:25]2[C:20](=[CH:21][CH:22]=[C:23]([C:28]3[CH:33]=[CH:32][N:31]=[C:30]([C:34]([NH2:36])=[O:35])[CH:29]=3)[CH:24]=2)[O:19]1)CC1C=CC=CC=1)([CH3:4])[CH3:3].C([O-])=O.[NH4+]. Product: [CH3:4][C:2]([Si:5]([CH3:46])([CH3:45])[O:6][C@H:7]([CH2:37][O:38][C:39]1[CH:40]=[CH:41][CH:42]=[CH:43][CH:44]=1)[CH2:8][NH:9][CH2:17][C@H:18]1[CH2:27][CH2:26][C:25]2[C:20](=[CH:21][CH:22]=[C:23]([C:28]3[CH:33]=[CH:32][N:31]=[C:30]([C:34]([NH2:36])=[O:35])[CH:29]=3)[CH:24]=2)[O:19]1)([CH3:1])[CH3:3]. The catalyst class is: 19. (5) Reactant: C([O:4][CH2:5][C:6]1[C:7]([N:39]2[CH2:51][CH2:50][N:42]3[C:43]4[CH2:44][CH2:45][CH2:46][CH2:47][C:48]=4[CH:49]=[C:41]3[C:40]2=[O:52])=[N:8][CH:9]=[CH:10][C:11]=1[C:12]1[CH:17]=[C:16]([NH:18][C:19]2[CH:24]=[CH:23][C:22]([N:25]3[CH2:30][CH2:29][N:28]([CH:31]4[CH2:34][O:33][CH2:32]4)[CH2:27][C:26]3([CH3:36])[CH3:35])=[CH:21][N:20]=2)[C:15](=[O:37])[N:14]([CH3:38])[CH:13]=1)(=O)C.[OH-].[Li+].C(O)(C)C.C1COCC1. Product: [CH3:35][C:26]1([CH3:36])[CH2:27][N:28]([CH:31]2[CH2:34][O:33][CH2:32]2)[CH2:29][CH2:30][N:25]1[C:22]1[CH:23]=[CH:24][C:19]([NH:18][C:16]2[C:15](=[O:37])[N:14]([CH3:38])[CH:13]=[C:12]([C:11]3[CH:10]=[CH:9][N:8]=[C:7]([N:39]4[CH2:51][CH2:50][N:42]5[C:43]6[CH2:44][CH2:45][CH2:46][CH2:47][C:48]=6[CH:49]=[C:41]5[C:40]4=[O:52])[C:6]=3[CH2:5][OH:4])[CH:17]=2)=[N:20][CH:21]=1. The catalyst class is: 6. (6) Reactant: F[C:2]1[CH:3]=[C:4]([CH:8]=[CH:9][C:10]=1[N+:11]([O-:13])=[O:12])[C:5]([NH2:7])=[O:6].[C:14]1([CH2:24][CH2:25][OH:26])[C:23]2[C:18](=[CH:19][CH:20]=[CH:21][CH:22]=2)[CH:17]=[CH:16][CH:15]=1.CC(C)([O-])C.[K+]. Product: [C:14]1([CH2:24][CH2:25][O:26][C:2]2[CH:3]=[C:4]([CH:8]=[CH:9][C:10]=2[N+:11]([O-:13])=[O:12])[C:5]([NH2:7])=[O:6])[C:23]2[C:18](=[CH:19][CH:20]=[CH:21][CH:22]=2)[CH:17]=[CH:16][CH:15]=1. The catalyst class is: 54. (7) Reactant: [Cl:1][C:2]1[CH:3]=[CH:4][CH:5]=[C:6]2[C:10]=1[NH:9][CH:8]=[C:7]2[CH:11]1[CH2:16][CH2:15][NH:14][CH2:13][CH2:12]1.C(N(CC)CC)C.Br[CH2:25][CH2:26][C:27]([O:29]C(C)(C)C)=[O:28]. Product: [Cl:1][C:2]1[CH:3]=[CH:4][CH:5]=[C:6]2[C:10]=1[NH:9][CH:8]=[C:7]2[CH:11]1[CH2:16][CH2:15][N:14]([CH2:25][CH2:26][C:27]([OH:29])=[O:28])[CH2:13][CH2:12]1. The catalyst class is: 10. (8) Reactant: [C:1]([O:5][C:6]([N:8]1[CH2:17][CH2:16][C:11]2([O:15][CH2:14][CH2:13][O:12]2)[CH2:10][CH:9]1/[CH:18]=[CH:19]/[C:20]([O:22][CH2:23][CH3:24])=[O:21])=[O:7])([CH3:4])([CH3:3])[CH3:2]. Product: [C:1]([O:5][C:6]([N:8]1[CH2:17][CH2:16][C:11]2([O:15][CH2:14][CH2:13][O:12]2)[CH2:10][CH:9]1[CH2:18][CH2:19][C:20]([O:22][CH2:23][CH3:24])=[O:21])=[O:7])([CH3:4])([CH3:3])[CH3:2]. The catalyst class is: 105.